Dataset: Peptide-MHC class II binding affinity with 134,281 pairs from IEDB. Task: Regression. Given a peptide amino acid sequence and an MHC pseudo amino acid sequence, predict their binding affinity value. This is MHC class II binding data. The peptide sequence is INEPTAAAIAYGLDR. The MHC is DRB1_0401 with pseudo-sequence DRB1_0401. The binding affinity (normalized) is 0.262.